Dataset: Reaction yield outcomes from USPTO patents with 853,638 reactions. Task: Predict the reaction yield, written as a fraction of the theoretical maximum amount of product (1.0 means a 100% yield; for example, 0.34 means a 34% yield). (1) The reactants are C(O[C:4](=[O:21])[C:5](=[CH:11][NH:12][C:13]1[CH:14]=[N:15][C:16]([O:19][CH3:20])=[CH:17][CH:18]=1)[C:6]([O:8][CH2:9][CH3:10])=[O:7])C.C(O)C. The catalyst is C1(OC2C=CC=CC=2)C=CC=CC=1. The product is [CH2:9]([O:8][C:6]([C:5]1[C:4](=[O:21])[C:14]2[C:13](=[CH:18][CH:17]=[C:16]([O:19][CH3:20])[N:15]=2)[NH:12][CH:11]=1)=[O:7])[CH3:10]. The yield is 0.320. (2) The catalyst is C(Cl)Cl.O1CCOCC1. The reactants are [CH:1]([N:4]([CH2:12][C:13]1[CH:18]=[CH:17][CH:16]=[C:15]2[N:19]([C:27]3[C:28]4[C@H:35]([CH:36]([CH3:38])[CH3:37])[CH2:34][CH2:33][C:29]=4[N:30]=[CH:31][N:32]=3)[CH2:20][C:21]3([CH2:26][CH2:25][NH:24][CH2:23][CH2:22]3)[C:14]=12)C(=O)OC(C)(C)C)([CH3:3])[CH3:2].[ClH:39]. The product is [ClH:39].[ClH:39].[ClH:39].[CH:36]([C@H:35]1[C:28]2[C:27]([N:19]3[C:15]4[C:14](=[C:13]([CH2:12][NH:4][CH:1]([CH3:3])[CH3:2])[CH:18]=[CH:17][CH:16]=4)[C:21]4([CH2:26][CH2:25][NH:24][CH2:23][CH2:22]4)[CH2:20]3)=[N:32][CH:31]=[N:30][C:29]=2[CH2:33][CH2:34]1)([CH3:38])[CH3:37]. The yield is 1.00.